Predict the product of the given reaction. From a dataset of Forward reaction prediction with 1.9M reactions from USPTO patents (1976-2016). Given the reactants CC1C(O)=C(C)C2CC[C@](CCC[C@@H](CCC[C@@H](CCCC(C)C)C)C)(C)OC=2C=1C.C(O)C(O)C.C(O)(=O)CCCCCCC/C=C\CCCCCCCC.[CH3:57][N:58]([C:76]1[CH:77]=[CH:78][CH:79]=[CH:80][N:81]=1)[CH2:59][CH2:60][O:61][C:62]1[CH:63]=[CH:64][C:65]([CH2:68][CH:69]2[S:75][C:73](=[O:74])[NH:72][C:70]2=[O:71])=[CH:66][CH:67]=1.C(/C(O)=O)=C/C(O)=O, predict the reaction product. The product is: [CH3:57][N:58]([C:76]1[CH:77]=[CH:78][CH:79]=[CH:80][N:81]=1)[CH2:59][CH2:60][O:61][C:62]1[CH:67]=[CH:66][C:65]([CH2:68][CH:69]2[S:75][C:73](=[O:74])[NH:72][C:70]2=[O:71])=[CH:64][CH:63]=1.